From a dataset of Full USPTO retrosynthesis dataset with 1.9M reactions from patents (1976-2016). Predict the reactants needed to synthesize the given product. (1) Given the product [CH3:18][C:16]1[N:17]=[C:4]2[N:3]=[C:2]([C:24]3[CH:25]=[CH:26][C:21]([CH:19]=[O:20])=[CH:22][CH:23]=3)[C:7]([C:8]3[CH:13]=[CH:12][CH:11]=[CH:10][CH:9]=3)=[C:6]([CH3:14])[N:5]2[N:15]=1, predict the reactants needed to synthesize it. The reactants are: Cl[C:2]1[C:7]([C:8]2[CH:13]=[CH:12][CH:11]=[CH:10][CH:9]=2)=[C:6]([CH3:14])[N:5]2[N:15]=[C:16]([CH3:18])[N:17]=[C:4]2[N:3]=1.[CH:19]([C:21]1[CH:26]=[CH:25][C:24](B(O)O)=[CH:23][CH:22]=1)=[O:20].C(=O)([O-])[O-].[Na+].[Na+]. (2) Given the product [CH3:19][O:18][C:16](=[O:17])[CH2:15][CH:11]1[C:10]2[N:14]([C:7]3[CH:6]=[CH:5][N:4]=[C:3]([S:2][CH3:1])[C:8]=3[CH:9]=2)[CH2:13][CH2:12]1, predict the reactants needed to synthesize it. The reactants are: [CH3:1][S:2][C:3]1[C:8]2[CH:9]=[C:10]3[N:14]([C:7]=2[CH:6]=[CH:5][N:4]=1)[CH2:13][CH2:12][CH:11]3[CH:15](C(OC)=O)[C:16]([O:18][CH3:19])=[O:17].CS(C)=O.[Na+].[Cl-]. (3) Given the product [F:12][C:13]([F:24])([F:23])[C:14]1[CH:19]=[C:18]([C:2]2[N:11]=[C:10]3[C:5]([CH2:6][CH2:7][CH2:8][NH:9]3)=[CH:4][CH:3]=2)[CH:17]=[CH:16][CH:15]=1, predict the reactants needed to synthesize it. The reactants are: Cl[C:2]1[N:11]=[C:10]2[C:5]([CH2:6][CH2:7][CH2:8][NH:9]2)=[CH:4][CH:3]=1.[F:12][C:13]([F:24])([F:23])[C:14]1[CH:15]=[C:16](B(O)O)[CH:17]=[CH:18][CH:19]=1.C([O-])([O-])=O.[Cs+].[Cs+]. (4) Given the product [C:32]([C:31]1[CH:30]=[C:29]([CH:37]=[CH:36][CH:35]=1)[CH2:28][CH2:27][C:25]1[C:24]([C:38]([F:41])([F:39])[F:40])=[CH:23][N:22]=[C:21]([NH:20][C:17]2[CH:16]=[CH:15][C:14]([N:11]3[CH2:12][CH2:13][N:8]([C:6]([O:5][C:1]([CH3:2])([CH3:4])[CH3:3])=[O:7])[CH2:9][CH2:10]3)=[CH:19][CH:18]=2)[N:26]=1)(=[O:34])[NH2:44], predict the reactants needed to synthesize it. The reactants are: [C:1]([O:5][C:6]([N:8]1[CH2:13][CH2:12][N:11]([C:14]2[CH:19]=[CH:18][C:17]([NH:20][C:21]3[N:26]=[C:25]([CH2:27][CH2:28][C:29]4[CH:30]=[C:31]([CH:35]=[CH:36][CH:37]=4)[C:32]([O-:34])=O)[C:24]([C:38]([F:41])([F:40])[F:39])=[CH:23][N:22]=3)=[CH:16][CH:15]=2)[CH2:10][CH2:9]1)=[O:7])([CH3:4])([CH3:3])[CH3:2].[Li+].O[N:44]1C2C=CC=CC=2N=N1.CCN=C=NCCCN(C)C.Cl.C(N(CC)C(C)C)(C)C.C(=O)([O-])[O-].[NH4+].[NH4+]. (5) The reactants are: [I-].[K+].[Cu][C:4]#[N:5].FC1C=CC([CH:13]2[C:21]3[C:16](=[CH:17][C:18](Br)=[CH:19][CH:20]=3)[CH2:15][O:14]2)=CC=1.C1(C)C=CC=CC=1. Given the product [CH2:13]1[C:21]2[C:16](=[CH:17][C:18]([C:4]#[N:5])=[CH:19][CH:20]=2)[CH2:15][O:14]1, predict the reactants needed to synthesize it. (6) Given the product [F:21][C:22]([F:26])([F:25])[CH2:23][NH:24][C:10]([C:9]1[CH:13]=[CH:14][C:15]([C:17]([F:20])([F:19])[F:18])=[CH:16][C:8]=1/[CH:7]=[CH:6]/[C:4]([O:3][CH2:1][CH3:2])=[O:5])=[O:12], predict the reactants needed to synthesize it. The reactants are: [CH2:1]([O:3][C:4]([CH:6]=[CH:7][C:8]1[CH:16]=[C:15]([C:17]([F:20])([F:19])[F:18])[CH:14]=[CH:13][C:9]=1[C:10]([OH:12])=O)=[O:5])[CH3:2].[F:21][C:22]([F:26])([F:25])[CH2:23][NH2:24].C1CCC(N=C=NC2CCCCC2)CC1. (7) Given the product [C:34]1([CH3:44])[CH:35]=[CH:36][C:37]([S:40]([OH:43])(=[O:41])=[O:42])=[CH:38][CH:39]=1.[CH:7]([O:33][C:31]([C:22]1[N:23]2[C@H:24]([S:29][CH2:30][C:21]=1[CH2:20][O:19][C:17](=[O:18])[CH3:16])[C@H:25]([NH2:28])[C:26]2=[O:27])=[O:32])([C:10]1[CH:15]=[CH:14][CH:13]=[CH:12][CH:11]=1)[C:1]1[CH:6]=[CH:5][CH:4]=[CH:3][CH:2]=1, predict the reactants needed to synthesize it. The reactants are: [C:1]1([C:7]([C:10]2[CH:15]=[CH:14][CH:13]=[CH:12][CH:11]=2)=[N+]=[N-])[CH:6]=[CH:5][CH:4]=[CH:3][CH:2]=1.[CH3:16][C:17]([O:19][CH2:20][C:21]1[CH2:30][S:29][C@@H:24]2[C@H:25]([NH2:28])[C:26](=[O:27])[N:23]2[C:22]=1[C:31]([OH:33])=[O:32])=[O:18].[C:34]1([CH3:44])[CH:39]=[CH:38][C:37]([S:40]([OH:43])(=[O:42])=[O:41])=[CH:36][CH:35]=1. (8) Given the product [Br:1][C:2]1[CH:6]=[C:5]([C:7]([OH:9])=[O:8])[N:4]([C:12]2[C:17]([Cl:18])=[CH:16][CH:15]=[CH:14][N:13]=2)[N:3]=1, predict the reactants needed to synthesize it. The reactants are: [Br:1][C:2]1[CH:6]=[C:5]([C:7]([O:9]CC)=[O:8])[N:4]([C:12]2[C:17]([Cl:18])=[CH:16][CH:15]=[CH:14][N:13]=2)[N:3]=1.[OH-].[Na+].